Dataset: Full USPTO retrosynthesis dataset with 1.9M reactions from patents (1976-2016). Task: Predict the reactants needed to synthesize the given product. Given the product [OH:1][C:2]1[CH:3]=[C:4]([CH:8]=[CH:9][C:10]=1[F:11])[C:5]([NH:15][CH:12]1[CH2:14][CH2:13]1)=[O:7], predict the reactants needed to synthesize it. The reactants are: [OH:1][C:2]1[CH:3]=[C:4]([CH:8]=[CH:9][C:10]=1[F:11])[C:5]([OH:7])=O.[CH:12]1([NH2:15])[CH2:14][CH2:13]1.C(N(CC)CC)C.C1C=CC2N(O)N=NC=2C=1.CCN=C=NCCCN(C)C.